From a dataset of Catalyst prediction with 721,799 reactions and 888 catalyst types from USPTO. Predict which catalyst facilitates the given reaction. (1) Reactant: [I:1][C:2]1[CH:8]=[CH:7][CH:6]=[CH:5][C:3]=1[NH2:4].Cl.C(N=C=NCCCN(C)C)C.ON1C2C=CC=CC=2N=N1.[CH3:31][O:32][C:33]1[CH:41]=[CH:40][C:39]([O:42][CH3:43])=[CH:38][C:34]=1[C:35](O)=[O:36].CN1CCOCC1. Product: [I:1][C:2]1[CH:8]=[CH:7][CH:6]=[CH:5][C:3]=1[NH:4][C:35](=[O:36])[C:34]1[CH:38]=[C:39]([O:42][CH3:43])[CH:40]=[CH:41][C:33]=1[O:32][CH3:31]. The catalyst class is: 2. (2) Reactant: Cl[C:2]1[C:7]([C:8]([O:10][CH2:11][CH3:12])=[O:9])=[CH:6][N:5]=[C:4]([Cl:13])[CH:3]=1.[F:14][C:15]1[CH:21]=[C:20]([I:22])[CH:19]=[CH:18][C:16]=1[NH2:17]. Product: [Cl:13][C:4]1[CH:3]=[C:2]([NH:17][C:16]2[CH:18]=[CH:19][C:20]([I:22])=[CH:21][C:15]=2[F:14])[C:7]([C:8]([O:10][CH2:11][CH3:12])=[O:9])=[CH:6][N:5]=1. The catalyst class is: 361.